Dataset: NCI-60 drug combinations with 297,098 pairs across 59 cell lines. Task: Regression. Given two drug SMILES strings and cell line genomic features, predict the synergy score measuring deviation from expected non-interaction effect. (1) Drug 1: CN1CCC(CC1)COC2=C(C=C3C(=C2)N=CN=C3NC4=C(C=C(C=C4)Br)F)OC. Synergy scores: CSS=16.2, Synergy_ZIP=-2.39, Synergy_Bliss=2.05, Synergy_Loewe=3.20, Synergy_HSA=3.82. Drug 2: CC1=C(C(=CC=C1)Cl)NC(=O)C2=CN=C(S2)NC3=CC(=NC(=N3)C)N4CCN(CC4)CCO. Cell line: A498. (2) Drug 1: C1CC(=O)NC(=O)C1N2CC3=C(C2=O)C=CC=C3N. Drug 2: CC1CCCC2(C(O2)CC(NC(=O)CC(C(C(=O)C(C1O)C)(C)C)O)C(=CC3=CSC(=N3)C)C)C. Cell line: HOP-92. Synergy scores: CSS=1.68, Synergy_ZIP=-1.57, Synergy_Bliss=-1.43, Synergy_Loewe=-1.82, Synergy_HSA=-1.82.